This data is from M1 muscarinic receptor agonist screen with 61,833 compounds. The task is: Binary Classification. Given a drug SMILES string, predict its activity (active/inactive) in a high-throughput screening assay against a specified biological target. The compound is S(=O)(=O)(N(c1c(ccc(c1)C)C)CC(=O)NCCSCc1occc1)C. The result is 0 (inactive).